Task: Regression/Classification. Given a drug SMILES string, predict its absorption, distribution, metabolism, or excretion properties. Task type varies by dataset: regression for continuous measurements (e.g., permeability, clearance, half-life) or binary classification for categorical outcomes (e.g., BBB penetration, CYP inhibition). Dataset: b3db_classification.. Dataset: Blood-brain barrier permeability classification from the B3DB database The molecule is CCCCCC(=O)OCC(=O)C1C(C)CC2C3CC(F)C4=CC(=O)C=CC4(C)C3C(O)CC21C. The result is 1 (penetrates BBB).